The task is: Regression/Classification. Given a drug SMILES string, predict its absorption, distribution, metabolism, or excretion properties. Task type varies by dataset: regression for continuous measurements (e.g., permeability, clearance, half-life) or binary classification for categorical outcomes (e.g., BBB penetration, CYP inhibition). For this dataset (solubility_aqsoldb), we predict Y.. This data is from Aqueous solubility values for 9,982 compounds from the AqSolDB database. (1) The molecule is O=C(Nc1ccccc1)C(O)(O)C(=O)Nc1ccccc1. The Y is -2.46 log mol/L. (2) The drug is COc1cc(N)c2c(c1OC)C(=O)OC2. The Y is -2.08 log mol/L. (3) The compound is CC1C(C)(C)C2=C(C(=O)CCC2)C1(C)C. The Y is -3.27 log mol/L. (4) The drug is CCC(=O)C(C)=O. The Y is -0.176 log mol/L. (5) The Y is -1.76 log mol/L. The molecule is CC(Cl)(Cl)[N+](=O)[O-]. (6) The molecule is O=c1c2ccccc2c2ccc3sc4ccccc4c4ccc1c2c34. The Y is -7.98 log mol/L. (7) The drug is CNC(=O)Oc1ccc(C)c(C)c1. The Y is -2.49 log mol/L. (8) The molecule is COC(=O)C1=C(C)NC(C)=C(C(=O)OC)C1c1ccccc1[N+](=O)[O-]. The Y is -4.76 log mol/L. (9) The compound is C=CCS(=O)(=O)[O-].[Na+]. The Y is 0.695 log mol/L.